Dataset: Full USPTO retrosynthesis dataset with 1.9M reactions from patents (1976-2016). Task: Predict the reactants needed to synthesize the given product. (1) Given the product [CH3:30][O:29][C:28]1[C:27]([C:9]2[CH:10]=[CH:11][C:12]([C:15]([F:16])([F:17])[F:18])=[CH:13][CH:14]=2)=[CH:26][C:23]([C:24]#[N:25])=[CH:22][CH:21]=1, predict the reactants needed to synthesize it. The reactants are: CC1(C)C(C)(C)OB([C:9]2[CH:14]=[CH:13][C:12]([C:15]([F:18])([F:17])[F:16])=[CH:11][CH:10]=2)O1.Br[C:21]1[CH:22]=[C:23]([CH:26]=[CH:27][C:28]=1[O:29][CH3:30])[C:24]#[N:25].C(=O)([O-])[O-].[K+].[K+].O. (2) Given the product [CH2:29]([NH:28][C:13]1[CH:12]=[C:11]([CH:16]=[CH:15][C:14]=1[NH:17][S:18]([C:21]1[CH:26]=[CH:25][C:24]([CH3:27])=[CH:23][CH:22]=1)(=[O:20])=[O:19])[O:10][C:8]1[CH:7]=[CH:6][C:5]([NH:33][S:34]([C:37]2[CH:42]=[CH:41][C:40]([CH3:43])=[CH:39][CH:38]=2)(=[O:35])=[O:36])=[C:4]([CH:9]=1)[C:3]([OH:44])=[O:2])[CH2:30][CH2:31][CH3:32], predict the reactants needed to synthesize it. The reactants are: C[O:2][C:3](=[O:44])[C:4]1[CH:9]=[C:8]([O:10][C:11]2[CH:16]=[CH:15][C:14]([NH:17][S:18]([C:21]3[CH:26]=[CH:25][C:24]([CH3:27])=[CH:23][CH:22]=3)(=[O:20])=[O:19])=[C:13]([NH:28][CH2:29][CH2:30][CH2:31][CH3:32])[CH:12]=2)[CH:7]=[CH:6][C:5]=1[NH:33][S:34]([C:37]1[CH:42]=[CH:41][C:40]([CH3:43])=[CH:39][CH:38]=1)(=[O:36])=[O:35].